From a dataset of Forward reaction prediction with 1.9M reactions from USPTO patents (1976-2016). Predict the product of the given reaction. Given the reactants [N:1]1([C:6]2[CH:11]=[CH:10][C:9]([NH:12][CH:13]3[CH2:18][CH2:17][CH2:16][NH:15][CH2:14]3)=[CH:8][CH:7]=2)[CH:5]=[CH:4][N:3]=[CH:2]1.Cl[CH2:20][C:21]1[CH:29]=[CH:28][C:24]2[O:25][CH2:26][O:27][C:23]=2[CH:22]=1.C([O-])([O-])=O.[K+].[K+].N[C@H](C(O)=O)CC1C=C2C(C=CC=C2)=CC=1, predict the reaction product. The product is: [N:1]1([C:6]2[CH:7]=[CH:8][C:9]([NH:12][CH:13]3[CH2:18][CH2:17][CH2:16][N:15]([CH2:20][C:21]4[CH:29]=[CH:28][C:24]5[O:25][CH2:26][O:27][C:23]=5[CH:22]=4)[CH2:14]3)=[CH:10][CH:11]=2)[CH:5]=[CH:4][N:3]=[CH:2]1.